Dataset: Full USPTO retrosynthesis dataset with 1.9M reactions from patents (1976-2016). Task: Predict the reactants needed to synthesize the given product. (1) The reactants are: [Br:1][C:2]1[CH:3]=[CH:4][C:5]([C:13]([OH:15])=O)=[N:6][C:7]=1[O:8][CH2:9][CH:10]1[CH2:12][CH2:11]1.[CH3:16][C:17]([CH3:25])([C:19]1[N:23]=[C:22]([CH3:24])[O:21][N:20]=1)[NH2:18]. Given the product [CH3:16][C:17]([NH:18][C:13]([C:5]1[CH:4]=[CH:3][C:2]([Br:1])=[C:7]([O:8][CH2:9][CH:10]2[CH2:11][CH2:12]2)[N:6]=1)=[O:15])([C:19]1[N:23]=[C:22]([CH3:24])[O:21][N:20]=1)[CH3:25], predict the reactants needed to synthesize it. (2) Given the product [CH2:1]([NH:8][C:9]1[C:14]([N+:15]([O-:17])=[O:16])=[C:13]([NH:18][CH2:19][C:20]2[CH:25]=[CH:24][CH:23]=[CH:22][CH:21]=2)[N:12]=[C:11]([CH2:26][CH2:27][OH:28])[CH:10]=1)[C:2]1[CH:7]=[CH:6][CH:5]=[CH:4][CH:3]=1, predict the reactants needed to synthesize it. The reactants are: [CH2:1]([NH:8][C:9]1[C:14]([N+:15]([O-:17])=[O:16])=[C:13]([NH:18][CH2:19][C:20]2[CH:25]=[CH:24][CH:23]=[CH:22][CH:21]=2)[N:12]=[C:11]([CH2:26][CH:27]=[O:28])[CH:10]=1)[C:2]1[CH:7]=[CH:6][CH:5]=[CH:4][CH:3]=1.[BH4-].[Na+]. (3) Given the product [OH:11][C@H:3]1[CH2:4][C:5]2[C:10](=[CH:9][CH:8]=[CH:7][CH:6]=2)[N:1]([C:13]([O:15][CH3:16])=[O:14])[CH2:2]1, predict the reactants needed to synthesize it. The reactants are: [NH:1]1[C:10]2[C:5](=[CH:6][CH:7]=[CH:8][CH:9]=2)[CH2:4][C@H:3]([OH:11])[CH2:2]1.Cl[C:13]([O:15][CH3:16])=[O:14].C([O-])([O-])=O.[K+].[K+]. (4) The reactants are: [ClH:1].Cl.[NH:3]1[CH:7]=[CH:6]N=[C:4]1[CH:8]1[CH2:13][CH2:12][NH:11][CH2:10][CH2:9]1.[S:14]1C=CN=C1. Given the product [ClH:1].[S:14]1[CH:6]=[CH:7][N:3]=[C:4]1[CH:8]1[CH2:13][CH2:12][NH:11][CH2:10][CH2:9]1, predict the reactants needed to synthesize it. (5) Given the product [CH3:13][O:14][C:15]1[CH:16]=[C:17]([C@H:21]([NH:23][CH2:2][C:3]2[CH:12]=[CH:11][C:6]([C:7]([O:9][CH3:10])=[O:8])=[CH:5][CH:4]=2)[CH3:22])[CH:18]=[CH:19][CH:20]=1, predict the reactants needed to synthesize it. The reactants are: Br[CH2:2][C:3]1[CH:12]=[CH:11][C:6]([C:7]([O:9][CH3:10])=[O:8])=[CH:5][CH:4]=1.[CH3:13][O:14][C:15]1[CH:16]=[C:17]([C@H:21]([NH2:23])[CH3:22])[CH:18]=[CH:19][CH:20]=1.C([O-])([O-])=O.[K+].[K+].